From a dataset of NCI-60 drug combinations with 297,098 pairs across 59 cell lines. Regression. Given two drug SMILES strings and cell line genomic features, predict the synergy score measuring deviation from expected non-interaction effect. (1) Drug 1: CC(C)NC(=O)C1=CC=C(C=C1)CNNC.Cl. Drug 2: COCCOC1=C(C=C2C(=C1)C(=NC=N2)NC3=CC=CC(=C3)C#C)OCCOC.Cl. Cell line: SK-MEL-2. Synergy scores: CSS=18.8, Synergy_ZIP=-0.610, Synergy_Bliss=6.13, Synergy_Loewe=5.09, Synergy_HSA=1.10. (2) Drug 1: C1=CC(=CC=C1CC(C(=O)O)N)N(CCCl)CCCl.Cl. Drug 2: C1C(C(OC1N2C=NC3=C(N=C(N=C32)Cl)N)CO)O. Cell line: SN12C. Synergy scores: CSS=8.43, Synergy_ZIP=-8.42, Synergy_Bliss=-6.45, Synergy_Loewe=-16.4, Synergy_HSA=-6.03. (3) Drug 1: C1=CC=C(C(=C1)C(C2=CC=C(C=C2)Cl)C(Cl)Cl)Cl. Drug 2: C(CN)CNCCSP(=O)(O)O. Cell line: NCI-H522. Synergy scores: CSS=1.82, Synergy_ZIP=0.269, Synergy_Bliss=-0.478, Synergy_Loewe=1.78, Synergy_HSA=0.290. (4) Drug 1: CC1OCC2C(O1)C(C(C(O2)OC3C4COC(=O)C4C(C5=CC6=C(C=C35)OCO6)C7=CC(=C(C(=C7)OC)O)OC)O)O. Drug 2: CC1C(C(CC(O1)OC2CC(CC3=C2C(=C4C(=C3O)C(=O)C5=C(C4=O)C(=CC=C5)OC)O)(C(=O)C)O)N)O.Cl. Cell line: T-47D. Synergy scores: CSS=40.6, Synergy_ZIP=3.39, Synergy_Bliss=4.94, Synergy_Loewe=6.33, Synergy_HSA=7.58. (5) Drug 1: CN1CCC(CC1)COC2=C(C=C3C(=C2)N=CN=C3NC4=C(C=C(C=C4)Br)F)OC. Drug 2: COCCOC1=C(C=C2C(=C1)C(=NC=N2)NC3=CC=CC(=C3)C#C)OCCOC.Cl. Cell line: SF-268. Synergy scores: CSS=1.62, Synergy_ZIP=3.93, Synergy_Bliss=5.94, Synergy_Loewe=0.981, Synergy_HSA=2.07.